This data is from Peptide-MHC class I binding affinity with 185,985 pairs from IEDB/IMGT. The task is: Regression. Given a peptide amino acid sequence and an MHC pseudo amino acid sequence, predict their binding affinity value. This is MHC class I binding data. (1) The peptide sequence is ILKINSVKYY. The MHC is HLA-A68:01 with pseudo-sequence HLA-A68:01. The binding affinity (normalized) is 0.329. (2) The peptide sequence is RLGLVLDDYK. The MHC is HLA-A03:01 with pseudo-sequence HLA-A03:01. The binding affinity (normalized) is 0.641.